From a dataset of Reaction yield outcomes from USPTO patents with 853,638 reactions. Predict the reaction yield, written as a fraction of the theoretical maximum amount of product (1.0 means a 100% yield; for example, 0.34 means a 34% yield). (1) The reactants are C([O:5][C:6]([C@@H:8]1[O:12][C:11](=[O:13])[N:10]([C:14]2[CH:19]=[CH:18][C:17]([C:20]3[S:21][CH2:22][C:23](=[O:26])[NH:24][N:25]=3)=[C:16]([F:27])[CH:15]=2)[CH2:9]1)=O)CCC.[NH3:28]. The yield is 0.870. The catalyst is CO. The product is [F:27][C:16]1[CH:15]=[C:14]([N:10]2[CH2:9][C@H:8]([C:6]([NH2:28])=[O:5])[O:12][C:11]2=[O:13])[CH:19]=[CH:18][C:17]=1[C:20]1[S:21][CH2:22][C:23](=[O:26])[NH:24][N:25]=1. (2) The product is [Br:19][C:14]1[N:13]=[C:12]([C@@:2]([NH:1][C:29]([NH:28][C:20](=[O:27])[C:21]2[CH:22]=[CH:23][CH:24]=[CH:25][CH:26]=2)=[S:30])([C@@H:3]([F:10])[C@H:4]([OH:9])[C:5]([F:6])([F:8])[F:7])[CH3:11])[C:17]([F:18])=[CH:16][CH:15]=1. The yield is 0.954. The reactants are [NH2:1][C@@:2]([C:12]1[C:17]([F:18])=[CH:16][CH:15]=[C:14]([Br:19])[N:13]=1)([CH3:11])[C@@H:3]([F:10])[C@H:4]([OH:9])[C:5]([F:8])([F:7])[F:6].[C:20]([N:28]=[C:29]=[S:30])(=[O:27])[C:21]1[CH:26]=[CH:25][CH:24]=[CH:23][CH:22]=1. The catalyst is O1CCCC1.